The task is: Predict the product of the given reaction.. This data is from Forward reaction prediction with 1.9M reactions from USPTO patents (1976-2016). (1) Given the reactants [CH:1]1[CH:2]=[CH:3][N:4]2[CH2:10][C:9]3[CH:11]=[CH:12][CH:13]=[CH:14][C:8]=3[NH:7][CH2:6][C:5]=12.[Cl:15][C:16]1[CH:24]=[CH:23][C:19]([C:20](Cl)=[O:21])=[CH:18][N:17]=1, predict the reaction product. The product is: [Cl:15][C:16]1[N:17]=[CH:18][C:19]([C:20]([N:7]2[C:8]3[CH:14]=[CH:13][CH:12]=[CH:11][C:9]=3[CH2:10][N:4]3[CH:3]=[CH:2][CH:1]=[C:5]3[CH2:6]2)=[O:21])=[CH:23][CH:24]=1. (2) Given the reactants C(O[CH:4]=[C:5]([C:11](=O)[C:12]([F:15])([F:14])[F:13])[C:6]([O:8]CC)=[O:7])C.Cl.[Cl:18][C:19]1[CH:24]=[CH:23][C:22]([NH:25][NH2:26])=[CH:21][CH:20]=1, predict the reaction product. The product is: [Cl:18][C:19]1[CH:24]=[CH:23][C:22]([N:25]2[C:11]([C:12]([F:13])([F:14])[F:15])=[C:5]([C:6]([OH:8])=[O:7])[CH:4]=[N:26]2)=[CH:21][CH:20]=1. (3) Given the reactants [NH2:1][C:2]1[CH:3]=[C:4]2[C:8](=[CH:9][C:10]=1[NH2:11])[N:7]([CH2:12][CH:13]1[CH2:15][CH2:14]1)[C:6](=[O:16])[C:5]2([CH3:18])[CH3:17].[NH:19]1[C:27]2[C:22](=[CH:23][CH:24]=[CH:25][CH:26]=2)[C:21]([CH:28]=O)=[N:20]1.O.C1(C)C=CC(S(O)(=O)=O)=CC=1, predict the reaction product. The product is: [CH:13]1([CH2:12][N:7]2[C:8]3[CH:9]=[C:10]4[NH:11][C:28]([C:21]5[C:22]6[C:27](=[CH:26][CH:25]=[CH:24][CH:23]=6)[NH:19][N:20]=5)=[N:1][C:2]4=[CH:3][C:4]=3[C:5]([CH3:18])([CH3:17])[C:6]2=[O:16])[CH2:15][CH2:14]1. (4) Given the reactants [Br:1][C:2]1[CH2:6][CH2:5][CH2:4][C:3]=1[Sn](C)(C)C.[CH2:11]([O:13][C:14](=[O:22])[C:15]1[CH:20]=[CH:19][CH:18]=[C:17](I)[CH:16]=1)[CH3:12].C1([As](C2C=CC=CC=2)C2C=CC=CC=2)C=CC=CC=1, predict the reaction product. The product is: [CH2:11]([O:13][C:14](=[O:22])[C:15]1[CH:20]=[CH:19][CH:18]=[C:17]([C:3]2[CH2:4][CH2:5][CH2:6][C:2]=2[Br:1])[CH:16]=1)[CH3:12]. (5) The product is: [CH3:31][O:30][C:27]1[CH:26]=[CH:25][C:24]([CH2:23][N:21]2[CH2:22][CH:18]([CH2:17][CH2:16][O:15][C:12]3[CH:11]=[CH:10][C:9]([O:8][C:5]([CH3:7])([CH3:6])[C:4]([OH:34])=[O:3])=[CH:14][CH:13]=3)[N:19]([CH3:33])[C:20]2=[O:32])=[CH:29][CH:28]=1. Given the reactants C([O:3][C:4](=[O:34])[C:5]([O:8][C:9]1[CH:14]=[CH:13][C:12]([O:15][CH2:16][CH2:17][CH:18]2[CH2:22][N:21]([CH2:23][C:24]3[CH:29]=[CH:28][C:27]([O:30][CH3:31])=[CH:26][CH:25]=3)[C:20](=[O:32])[N:19]2[CH3:33])=[CH:11][CH:10]=1)([CH3:7])[CH3:6])C.[OH-].[Na+], predict the reaction product. (6) The product is: [C:1]([O:5][C:6]([NH:8][CH2:9][CH2:10][CH2:11][NH:12][S:13]([C:16]1[C:21]([Cl:22])=[CH:20][CH:19]=[C:18]([NH2:23])[C:17]=1[OH:26])(=[O:15])=[O:14])=[O:7])([CH3:4])([CH3:2])[CH3:3]. Given the reactants [C:1]([O:5][C:6]([NH:8][CH2:9][CH2:10][CH2:11][NH:12][S:13]([C:16]1[C:21]([Cl:22])=[CH:20][CH:19]=[C:18]([N+:23]([O-])=O)[C:17]=1[OH:26])(=[O:15])=[O:14])=[O:7])([CH3:4])([CH3:3])[CH3:2].[H][H], predict the reaction product. (7) Given the reactants [I-].[K+].C(=O)([O-])[O-].[Na+].[Na+].[CH:9]1([CH:15]([CH:27]2[CH2:32][CH2:31][CH2:30][CH2:29][CH2:28]2)[C:16]([NH:18][C@@H:19]2[C@H:26]3[C@H:22]([CH2:23][NH:24][CH2:25]3)[CH2:21][CH2:20]2)=[O:17])[CH2:14][CH2:13][CH2:12][CH2:11][CH2:10]1.Br[CH:34]([C:41]1[CH:46]=[CH:45][CH:44]=[CH:43][CH:42]=1)[C:35]1[CH:40]=[CH:39][CH:38]=[CH:37][CH:36]=1, predict the reaction product. The product is: [CH:34]([N:24]1[CH2:25][C@H:26]2[C@@H:19]([NH:18][C:16](=[O:17])[CH:15]([CH:9]3[CH2:10][CH2:11][CH2:12][CH2:13][CH2:14]3)[CH:27]3[CH2:32][CH2:31][CH2:30][CH2:29][CH2:28]3)[CH2:20][CH2:21][C@H:22]2[CH2:23]1)([C:35]1[CH:40]=[CH:39][CH:38]=[CH:37][CH:36]=1)[C:41]1[CH:46]=[CH:45][CH:44]=[CH:43][CH:42]=1.